Dataset: NCI-60 drug combinations with 297,098 pairs across 59 cell lines. Task: Regression. Given two drug SMILES strings and cell line genomic features, predict the synergy score measuring deviation from expected non-interaction effect. (1) Cell line: MOLT-4. Drug 1: C1C(C(OC1N2C=C(C(=O)NC2=O)F)CO)O. Drug 2: C1CN1C2=NC(=NC(=N2)N3CC3)N4CC4. Synergy scores: CSS=73.5, Synergy_ZIP=-1.16, Synergy_Bliss=-0.876, Synergy_Loewe=-5.74, Synergy_HSA=0.829. (2) Drug 2: C(CCl)NC(=O)N(CCCl)N=O. Drug 1: CC1OCC2C(O1)C(C(C(O2)OC3C4COC(=O)C4C(C5=CC6=C(C=C35)OCO6)C7=CC(=C(C(=C7)OC)O)OC)O)O. Cell line: A549. Synergy scores: CSS=38.8, Synergy_ZIP=2.29, Synergy_Bliss=4.12, Synergy_Loewe=-22.0, Synergy_HSA=1.76. (3) Drug 1: CS(=O)(=O)CCNCC1=CC=C(O1)C2=CC3=C(C=C2)N=CN=C3NC4=CC(=C(C=C4)OCC5=CC(=CC=C5)F)Cl. Drug 2: C1C(C(OC1N2C=NC(=NC2=O)N)CO)O. Cell line: K-562. Synergy scores: CSS=24.1, Synergy_ZIP=-0.103, Synergy_Bliss=-0.350, Synergy_Loewe=-10.9, Synergy_HSA=-1.64. (4) Drug 1: C1=CC=C(C=C1)NC(=O)CCCCCCC(=O)NO. Drug 2: CC1C(C(CC(O1)OC2CC(CC3=C2C(=C4C(=C3O)C(=O)C5=CC=CC=C5C4=O)O)(C(=O)C)O)N)O. Cell line: NCIH23. Synergy scores: CSS=44.9, Synergy_ZIP=-1.17, Synergy_Bliss=1.27, Synergy_Loewe=-13.6, Synergy_HSA=3.35. (5) Drug 1: C1CCC(CC1)NC(=O)N(CCCl)N=O. Drug 2: CC1C(C(CC(O1)OC2CC(CC3=C2C(=C4C(=C3O)C(=O)C5=CC=CC=C5C4=O)O)(C(=O)C)O)N)O. Cell line: DU-145. Synergy scores: CSS=37.5, Synergy_ZIP=-0.748, Synergy_Bliss=-3.30, Synergy_Loewe=-29.5, Synergy_HSA=-3.44. (6) Drug 1: CCCCCOC(=O)NC1=NC(=O)N(C=C1F)C2C(C(C(O2)C)O)O. Drug 2: C#CCC(CC1=CN=C2C(=N1)C(=NC(=N2)N)N)C3=CC=C(C=C3)C(=O)NC(CCC(=O)O)C(=O)O. Cell line: SR. Synergy scores: CSS=78.9, Synergy_ZIP=1.05, Synergy_Bliss=0.309, Synergy_Loewe=-6.18, Synergy_HSA=-0.314. (7) Drug 1: CC1C(C(CC(O1)OC2CC(CC3=C2C(=C4C(=C3O)C(=O)C5=C(C4=O)C(=CC=C5)OC)O)(C(=O)C)O)N)O.Cl. Drug 2: CC12CCC3C(C1CCC2OP(=O)(O)O)CCC4=C3C=CC(=C4)OC(=O)N(CCCl)CCCl.[Na+]. Cell line: SR. Synergy scores: CSS=43.9, Synergy_ZIP=-6.90, Synergy_Bliss=-10.5, Synergy_Loewe=-30.3, Synergy_HSA=-6.84. (8) Drug 1: C1=CC(=CC=C1CC(C(=O)O)N)N(CCCl)CCCl.Cl. Drug 2: CC1=C(C(CCC1)(C)C)C=CC(=CC=CC(=CC(=O)O)C)C. Cell line: OVCAR3. Synergy scores: CSS=11.8, Synergy_ZIP=-1.90, Synergy_Bliss=0.660, Synergy_Loewe=-4.26, Synergy_HSA=-4.00. (9) Drug 1: CC1=C(C=C(C=C1)NC(=O)C2=CC=C(C=C2)CN3CCN(CC3)C)NC4=NC=CC(=N4)C5=CN=CC=C5. Drug 2: CC1=C2C(C(=O)C3(C(CC4C(C3C(C(C2(C)C)(CC1OC(=O)C(C(C5=CC=CC=C5)NC(=O)C6=CC=CC=C6)O)O)OC(=O)C7=CC=CC=C7)(CO4)OC(=O)C)O)C)OC(=O)C. Cell line: TK-10. Synergy scores: CSS=16.5, Synergy_ZIP=9.26, Synergy_Bliss=11.2, Synergy_Loewe=-13.9, Synergy_HSA=-4.92. (10) Synergy scores: CSS=55.2, Synergy_ZIP=1.17, Synergy_Bliss=1.60, Synergy_Loewe=-3.79, Synergy_HSA=4.22. Cell line: K-562. Drug 1: CN1CCC(CC1)COC2=C(C=C3C(=C2)N=CN=C3NC4=C(C=C(C=C4)Br)F)OC. Drug 2: C1=CC(=CC=C1CCC2=CNC3=C2C(=O)NC(=N3)N)C(=O)NC(CCC(=O)O)C(=O)O.